Dataset: Full USPTO retrosynthesis dataset with 1.9M reactions from patents (1976-2016). Task: Predict the reactants needed to synthesize the given product. (1) Given the product [F:1][C:2]1[CH:3]=[C:4]([NH2:15])[CH:5]=[CH:6][C:7]=1[N:8]1[CH2:9][CH2:10][N:11]([CH3:14])[CH2:12][CH2:13]1, predict the reactants needed to synthesize it. The reactants are: [F:1][C:2]1[CH:3]=[C:4]([NH:15]/C=C2\C(=O)NC(=O)C3C\2=CC(N2C=CC=C2)=CC=3)[CH:5]=[CH:6][C:7]=1[N:8]1[CH2:13][CH2:12][N:11]([CH3:14])[CH2:10][CH2:9]1.BrC1C=C2C(=CC=1)C(=O)NC(=O)C2=CNC1C=CC(N2CC(C)NC(C)C2)=CC=1. (2) Given the product [CH2:13]([O:12][C:9]1[CH:10]=[CH:11][C:6]([CH2:5][CH2:4][CH2:3][CH2:2][N:20]2[CH:24]=[CH:23][N:22]=[N:21]2)=[CH:7][CH:8]=1)[C:14]1[CH:19]=[CH:18][CH:17]=[CH:16][CH:15]=1, predict the reactants needed to synthesize it. The reactants are: I[CH2:2][CH2:3][CH2:4][CH2:5][C:6]1[CH:11]=[CH:10][C:9]([O:12][CH2:13][C:14]2[CH:19]=[CH:18][CH:17]=[CH:16][CH:15]=2)=[CH:8][CH:7]=1.[NH:20]1[CH:24]=[CH:23][N:22]=[N:21]1.C(=O)([O-])[O-].[K+].[K+].